This data is from Reaction yield outcomes from USPTO patents with 853,638 reactions. The task is: Predict the reaction yield, written as a fraction of the theoretical maximum amount of product (1.0 means a 100% yield; for example, 0.34 means a 34% yield). (1) The reactants are [H-].[Na+].[CH3:3][O:4][C:5](=[O:11])[C:6]([CH3:10])([CH3:9])[CH2:7][OH:8].[CH2:12](OS(C1C=CC(C)=CC=1)(=O)=O)[CH3:13]. The catalyst is CN(C)C=O.O.CCCCCC. The product is [CH3:3][O:4][C:5](=[O:11])[C:6]([CH3:10])([CH3:9])[CH2:7][O:8][CH2:12][CH3:13]. The yield is 0.340. (2) The reactants are [H-].[Na+].[C:3]([O:7][CH3:8])(=[O:6])[CH2:4][OH:5].CS(O[CH2:14][CH:15]1[CH2:20][CH2:19][N:18]([C:21]2[CH:22]=[CH:23][C:24]3[N:25]([C:27]([C:30]([F:33])([F:32])[F:31])=[N:28][N:29]=3)[N:26]=2)[CH2:17][CH2:16]1)(=O)=O. No catalyst specified. The product is [F:33][C:30]([F:31])([F:32])[C:27]1[N:25]2[N:26]=[C:21]([N:18]3[CH2:17][CH2:16][CH:15]([CH2:14][O:5][CH2:4][C:3]([O:7][CH3:8])=[O:6])[CH2:20][CH2:19]3)[CH:22]=[CH:23][C:24]2=[N:29][N:28]=1. The yield is 0.170.